Task: Predict the reactants needed to synthesize the given product.. Dataset: Full USPTO retrosynthesis dataset with 1.9M reactions from patents (1976-2016) (1) Given the product [CH:31]1([CH2:30][NH:29][C:20]2[CH:21]=[C:22]([C:25]([F:26])([F:27])[F:28])[CH:23]=[CH:24][C:19]=2[C:15]2[N:16]=[CH:17][N:18]=[C:13]([NH:1][C:2]3[CH:10]=[CH:9][CH:8]=[C:7]4[C:3]=3[CH2:4][CH2:5][CH:6]4[OH:11])[CH:14]=2)[CH2:33][CH2:32]1, predict the reactants needed to synthesize it. The reactants are: [NH2:1][C:2]1[CH:10]=[CH:9][CH:8]=[C:7]2[C:3]=1[CH2:4][CH2:5][CH:6]2[OH:11].Cl[C:13]1[N:18]=[CH:17][N:16]=[C:15]([C:19]2[CH:24]=[CH:23][C:22]([C:25]([F:28])([F:27])[F:26])=[CH:21][C:20]=2[NH:29][CH2:30][CH:31]2[CH2:33][CH2:32]2)[CH:14]=1. (2) Given the product [OH:30][C:28]([C:27]([F:32])([F:31])[F:26])=[O:29].[F:1][C:2]1[CH:7]=[CH:6][C:5]([C:8]2[O:12][C:11]([CH:13]3[CH2:18][CH2:17][CH2:16][NH:15][CH2:14]3)=[N:10][CH:9]=2)=[CH:4][CH:3]=1, predict the reactants needed to synthesize it. The reactants are: [F:1][C:2]1[CH:7]=[CH:6][C:5]([C:8]2[O:12][C:11]([CH:13]3[CH2:18][CH2:17][CH2:16][N:15](C(OC(C)(C)C)=O)[CH2:14]3)=[N:10][CH:9]=2)=[CH:4][CH:3]=1.[F:26][C:27]([F:32])([F:31])[C:28]([O-:30])=[O:29]. (3) Given the product [ClH:1].[F:2][C:3]1[CH:53]=[CH:52][CH:51]=[CH:50][C:4]=1[CH2:5][NH:6][C:7](=[O:49])[CH2:8][CH:9]1[C:15](=[O:16])[N:14]([C:17]2[CH:22]=[CH:21][C:20]([CH2:23][NH2:24])=[CH:19][CH:18]=2)[C:13]2[CH:32]=[CH:33][CH:34]=[CH:35][C:12]=2[N:11]([CH2:36][C:37]2[CH:42]=[CH:41][C:40]([NH:43][S:44]([CH3:47])(=[O:46])=[O:45])=[CH:39][CH:38]=2)[C:10]1=[O:48], predict the reactants needed to synthesize it. The reactants are: [ClH:1].[F:2][C:3]1[CH:53]=[CH:52][CH:51]=[CH:50][C:4]=1[CH2:5][NH:6][C:7](=[O:49])[CH2:8][CH:9]1[C:15](=[O:16])[N:14]([C:17]2[CH:22]=[CH:21][C:20]([CH2:23][NH:24]C(OC(C)(C)C)=O)=[CH:19][CH:18]=2)[C:13]2[CH:32]=[CH:33][CH:34]=[CH:35][C:12]=2[N:11]([CH2:36][C:37]2[CH:42]=[CH:41][C:40]([NH:43][S:44]([CH3:47])(=[O:46])=[O:45])=[CH:39][CH:38]=2)[C:10]1=[O:48]. (4) Given the product [CH2:1]([O:8][C:9]1[CH:14]=[CH:13][N:12]=[C:11](/[N:15]=[CH:16]\[NH:17][OH:26])[CH:10]=1)[C:2]1[CH:7]=[CH:6][CH:5]=[CH:4][CH:3]=1, predict the reactants needed to synthesize it. The reactants are: [CH2:1]([O:8][C:9]1[CH:14]=[CH:13][N:12]=[C:11](/[N:15]=[CH:16]\[N:17](C)C)[CH:10]=1)[C:2]1[CH:7]=[CH:6][CH:5]=[CH:4][CH:3]=1.Cl.ON.CC([OH:26])C. (5) Given the product [ClH:23].[ClH:23].[F:3][C:4]1[C:9]([CH:10]2[CH2:11][CH2:12][CH2:13][NH:14][CH2:15]2)=[CH:8][CH:7]=[CH:6][N:5]=1, predict the reactants needed to synthesize it. The reactants are: N#N.[F:3][C:4]1[C:9]([C:10]2[CH2:11][CH2:12][CH2:13][N:14](C(OC(C)(C)C)=O)[CH:15]=2)=[CH:8][CH:7]=[CH:6][N:5]=1.[ClH:23].CC(O)C. (6) Given the product [Br:1][C:2]1[CH:3]=[CH:4][C:5]([O:10][CH2:11][CH:12]([CH2:15][CH3:16])[CH2:13][CH3:14])=[C:6]([CH:7]=1)[CH2:8][N:44]1[CH:45]=[CH:17][C:41]([OH:42])=[N:43]1, predict the reactants needed to synthesize it. The reactants are: [Br:1][C:2]1[CH:3]=[CH:4][C:5]([O:10][CH2:11][CH:12]([CH2:15][CH3:16])[CH2:13][CH3:14])=[C:6]([CH2:8]O)[CH:7]=1.[C:17]1(P(C2C=CC=CC=2)C2C=CC=CC=2)C=CC=CC=1.CC(O[C:41](/[N:43]=[N:44]/[C:45](OC(C)(C)C)=O)=[O:42])(C)C. (7) Given the product [C:11]([CH2:13][C:14]1([N:25]2[CH:29]=[C:28]([C:2]3[CH:7]=[CH:6][N:5]=[C:4]4[NH:8][CH:9]=[CH:10][C:3]=34)[CH:27]=[N:26]2)[CH2:17][N:16]([C:18]([O:20][C:21]([CH3:24])([CH3:23])[CH3:22])=[O:19])[CH2:15]1)#[N:12], predict the reactants needed to synthesize it. The reactants are: Br[C:2]1[CH:7]=[CH:6][N:5]=[C:4]2[NH:8][CH:9]=[CH:10][C:3]=12.[C:11]([CH2:13][C:14]1([N:25]2[CH:29]=[C:28](B3OC(C)(C)C(C)(C)O3)[CH:27]=[N:26]2)[CH2:17][N:16]([C:18]([O:20][C:21]([CH3:24])([CH3:23])[CH3:22])=[O:19])[CH2:15]1)#[N:12].C(=O)([O-])[O-].[Na+].[Na+]. (8) Given the product [F:39][C:12]([F:11])([CH3:38])[CH2:13][CH2:14][S:15]([CH:18]([C:29]1[C:34]([F:35])=[CH:33][CH:32]=[C:31]([F:36])[C:30]=1[F:37])[C:19]1[C:20]([CH3:28])=[CH:21][C:22]([C:25]([NH:27][CH2:5][OH:6])=[O:26])=[N:23][CH:24]=1)(=[O:17])=[O:16], predict the reactants needed to synthesize it. The reactants are: C=O.[OH-].[Na+].[CH3:5][O:6]CCOC.[F:11][C:12]([F:39])([CH3:38])[CH2:13][CH2:14][S:15]([CH:18]([C:29]1[C:34]([F:35])=[CH:33][CH:32]=[C:31]([F:36])[C:30]=1[F:37])[C:19]1[C:20]([CH3:28])=[CH:21][C:22]([C:25]([NH2:27])=[O:26])=[N:23][CH:24]=1)(=[O:17])=[O:16].